Dataset: Forward reaction prediction with 1.9M reactions from USPTO patents (1976-2016). Task: Predict the product of the given reaction. (1) Given the reactants [Cl:1][C:2]1[N:3]=[C:4]([C:7]([OH:9])=O)[NH:5][N:6]=1.CN(C(ON1N=NC2C=CC=NC1=2)=[N+](C)C)C.F[P-](F)(F)(F)(F)F.C([O:36][C:37](=[O:64])[C@H:38]([CH2:62][OH:63])[CH2:39][C@H:40]([NH:54]C(OC(C)(C)C)=O)[CH2:41][C:42]1[CH:47]=[CH:46][C:45]([C:48]2[CH:53]=[CH:52][CH:51]=[CH:50][CH:49]=2)=[CH:44][CH:43]=1)C.Cl.O1CCOCC1, predict the reaction product. The product is: [C:45]1([C:48]2[CH:49]=[CH:50][CH:51]=[CH:52][CH:53]=2)[CH:44]=[CH:43][C:42]([CH2:41][C@@H:40]([NH:54][C:7]([C:4]2[NH:5][N:6]=[C:2]([Cl:1])[N:3]=2)=[O:9])[CH2:39][C@@H:38]([CH2:62][OH:63])[C:37]([OH:64])=[O:36])=[CH:47][CH:46]=1. (2) Given the reactants [CH:1](=O)[CH3:2].[NH2:4][C:5]1[N:15]=[C:14]([C:16]([F:19])([F:18])[F:17])[CH:13]=[CH:12][C:6]=1[C:7]([O:9][CH2:10][CH3:11])=[O:8].FC(F)(F)C(O)=O.C(O[BH-](OC(=O)C)OC(=O)C)(=O)C.[Na+], predict the reaction product. The product is: [CH2:1]([NH:4][C:5]1[N:15]=[C:14]([C:16]([F:19])([F:17])[F:18])[CH:13]=[CH:12][C:6]=1[C:7]([O:9][CH2:10][CH3:11])=[O:8])[CH3:2]. (3) Given the reactants Cl.Cl.[NH2:3][CH:4]([C:16]1[CH:21]=[CH:20][CH:19]=[C:18]([F:22])[CH:17]=1)[C:5]([O:7][C@@H:8]1[CH:13]2[CH2:14][CH2:15][N:10]([CH2:11][CH2:12]2)[CH2:9]1)=[O:6].CCN(CC)CC.[Cl:30][C:31]1[CH:32]=[N+:33]([O-:60])[CH:34]=[C:35]([Cl:59])[C:36]=1[CH2:37][C@H:38]([O:49][C:50]([C:52]1[S:53][C:54]([CH:57]=O)=[CH:55][CH:56]=1)=[O:51])[C:39]1[CH:44]=[CH:43][C:42]([O:45][CH3:46])=[C:41]([O:47][CH3:48])[CH:40]=1.C(O)(=O)C.[BH-](OC(C)=O)(OC(C)=O)OC(C)=O.[Na+], predict the reaction product. The product is: [Cl:59][C:35]1[CH:34]=[N+:33]([O-:60])[CH:32]=[C:31]([Cl:30])[C:36]=1[CH2:37][C@H:38]([O:49][C:50]([C:52]1[S:53][C:54]([CH2:57][NH:3][CH:4]([C:16]2[CH:21]=[CH:20][CH:19]=[C:18]([F:22])[CH:17]=2)[C:5](=[O:6])[O:7][C@@H:8]2[CH:13]3[CH2:12][CH2:11][N:10]([CH2:15][CH2:14]3)[CH2:9]2)=[CH:55][CH:56]=1)=[O:51])[C:39]1[CH:44]=[CH:43][C:42]([O:45][CH3:46])=[C:41]([O:47][CH3:48])[CH:40]=1. (4) Given the reactants [Na].[CH3:2][NH:3][C:4]([NH2:6])=[O:5].[CH2:7]([C:10]([CH2:21][CH:22]=[CH2:23])([C:16](OCC)=[O:17])[C:11](OCC)=[O:12])[CH:8]=[CH2:9], predict the reaction product. The product is: [CH3:2][N:3]1[C:11](=[O:12])[C:10]([CH2:21][CH:22]=[CH2:23])([CH2:7][CH:8]=[CH2:9])[C:16](=[O:17])[NH:6][C:4]1=[O:5].